Dataset: Reaction yield outcomes from USPTO patents with 853,638 reactions. Task: Predict the reaction yield, written as a fraction of the theoretical maximum amount of product (1.0 means a 100% yield; for example, 0.34 means a 34% yield). (1) The reactants are [K].[K].[C:3]12([C:13]3[CH:18]=[C:17]([C:19]45[CH2:28][CH:23]6[CH2:24][CH:25]([CH2:27][CH:21]([CH2:22]6)[CH2:20]4)[CH2:26]5)[C:16]([O:29][C:30]4[CH:35]=[CH:34][C:33]([C:36]([OH:38])=[O:37])=[CH:32][CH:31]=4)=[CH:15][C:14]=3[O:39][C:40]3[CH:45]=[CH:44][C:43]([C:46]([OH:48])=[O:47])=[CH:42][CH:41]=3)[CH2:12][CH:7]3[CH2:8][CH:9]([CH2:11][CH:5]([CH2:6]3)[CH2:4]1)[CH2:10]2.[Cl:49]CCCl.S(Cl)([Cl:55])=O.C1(C=CC(O)=CC=1)O. The catalyst is CN(C)C=O. The product is [Cl-:49].[Cl-:55].[C:3]12([C:13]3[CH:18]=[C:17]([C:19]45[CH2:20][CH:21]6[CH2:27][CH:25]([CH2:24][CH:23]([CH2:22]6)[CH2:28]4)[CH2:26]5)[C:16]([O:29][C:30]4[CH:31]=[CH:32][C:33]([C:36]([OH:38])=[O:37])=[CH:34][CH:35]=4)=[CH:15][C:14]=3[O:39][C:40]3[CH:45]=[CH:44][C:43]([C:46]([OH:48])=[O:47])=[CH:42][CH:41]=3)[CH2:12][CH:7]3[CH2:8][CH:9]([CH2:11][CH:5]([CH2:6]3)[CH2:4]1)[CH2:10]2. The yield is 0.660. (2) The reactants are Cl.[C:2](=[O:14])([O:12][CH3:13])[O:3][C:4]1[CH:9]=[CH:8][C:7]([F:10])=[C:6]([NH2:11])[CH:5]=1.[CH3:15][N:16]1[C:20]([C:21](Cl)=[O:22])=[CH:19][C:18]([CH3:24])=[N:17]1. The catalyst is CN(C)C(=O)C. The product is [C:2](=[O:14])([O:12][CH3:13])[O:3][C:4]1[CH:9]=[CH:8][C:7]([F:10])=[C:6]([NH:11][C:21]([C:20]2[N:16]([CH3:15])[N:17]=[C:18]([CH3:24])[CH:19]=2)=[O:22])[CH:5]=1. The yield is 0.870.